From a dataset of Full USPTO retrosynthesis dataset with 1.9M reactions from patents (1976-2016). Predict the reactants needed to synthesize the given product. (1) The reactants are: [Cl:1][CH2:2][CH2:3][CH2:4][C:5]([C:7]1[CH:12]=[CH:11][C:10]([C:13]([CH3:18])([CH3:17])[C:14]([OH:16])=[O:15])=[CH:9][CH:8]=1)=[O:6].[CH3:19]O. Given the product [Cl:1][CH2:2][CH2:3][CH2:4][C:5]([C:7]1[CH:12]=[CH:11][C:10]([C:13]([CH3:18])([CH3:17])[C:14]([O:16][CH3:19])=[O:15])=[CH:9][CH:8]=1)=[O:6], predict the reactants needed to synthesize it. (2) Given the product [Cl:36][C:31]1[CH:32]=[CH:33][CH:34]=[CH:35][C:30]=1[CH:28]([O:27][C:21]1[CH:20]=[C:19]([N:16]2[C:13]3[CH:14]=[N:15][C:10]([CH2:9][OH:8])=[CH:11][C:12]=3[N:18]=[CH:17]2)[S:23][C:22]=1[C:24]([NH2:26])=[O:25])[CH3:29], predict the reactants needed to synthesize it. The reactants are: [Si]([O:8][CH2:9][C:10]1[N:15]=[CH:14][C:13]2[N:16]([C:19]3[S:23][C:22]([C:24]([NH2:26])=[O:25])=[C:21]([O:27][CH:28]([C:30]4[CH:35]=[CH:34][CH:33]=[CH:32][C:31]=4[Cl:36])[CH3:29])[CH:20]=3)[CH:17]=[N:18][C:12]=2[CH:11]=1)(C(C)(C)C)(C)C.[F-].C([N+](CCCC)(CCCC)CCCC)CCC. (3) Given the product [Cl:17][C:18]1[CH:19]=[C:20]2[C:21](=[CH:28][CH:29]=1)[NH:22][C:5](=[O:7])[C:4]([N+:1]([O-:3])=[O:2])=[C:25]2[OH:24], predict the reactants needed to synthesize it. The reactants are: [N+:1]([CH2:4][C:5]([O:7]CC)=O)([O-:3])=[O:2].CCN(CC)CC.[Cl:17][C:18]1[CH:29]=[CH:28][C:21]2[NH:22]C(=O)[O:24][C:25](=O)[C:20]=2[CH:19]=1. (4) Given the product [I:1][C:2]1[CH:9]=[CH:8][C:5]([CH2:6][N:18]2[CH2:19][CH2:20][CH:15]([N:10]3[CH2:14][CH2:13][CH2:12][CH2:11]3)[CH2:16][CH2:17]2)=[CH:4][CH:3]=1, predict the reactants needed to synthesize it. The reactants are: [I:1][C:2]1[CH:9]=[CH:8][C:5]([CH2:6]Br)=[CH:4][CH:3]=1.[N:10]1([CH:15]2[CH2:20][CH2:19][NH:18][CH2:17][CH2:16]2)[CH2:14][CH2:13][CH2:12][CH2:11]1.